Dataset: Cav3 T-type calcium channel HTS with 100,875 compounds. Task: Binary Classification. Given a drug SMILES string, predict its activity (active/inactive) in a high-throughput screening assay against a specified biological target. (1) The compound is S(=O)(=O)(N1CCC(n2nnc3c2ccc(c3)C)CC1)c1ccc(C(=O)NC2CCCC2)cc1. The result is 0 (inactive). (2) The compound is o1\c([nH]nc1COc1ccccc1)=C1\C(=O)C=CC=C1. The result is 0 (inactive). (3) The molecule is O=C(Nc1cc2OCCOc2cc1)CN1CCN(CC1)CC(=O)Nc1ccc(OCC)cc1. The result is 0 (inactive). (4) The drug is O=c1[nH]c2c(c(c1CCC(=O)C)C)cccc2C. The result is 0 (inactive). (5) The molecule is S(Cc1c2c([nH]c(=O)c1)cccc2)c1n(ccn1)C. The result is 0 (inactive). (6) The compound is Clc1c(C(=O)Nn2c(=O)c3c(nc2)cccc3)cccc1. The result is 0 (inactive). (7) The molecule is O=C(N1CCN(C(c2n(nnn2)C(CC)(C)C)c2ccc(cc2)C)CC1)c1occc1. The result is 0 (inactive). (8) The compound is Clc1c(C(=O)N2CCCCC2)ccc(NC(=O)CCCC(O)=O)c1. The result is 0 (inactive). (9) The result is 0 (inactive). The drug is O=C(N(Cc1ccccc1)C)C1CCCN(C1)Cc1c(OC)cccc1. (10) The molecule is O(c1c(N2CCN(CC2)Cc2c(OC)c(OC)c(OC)cc2)cccc1)CC. The result is 0 (inactive).